Dataset: Catalyst prediction with 721,799 reactions and 888 catalyst types from USPTO. Task: Predict which catalyst facilitates the given reaction. (1) Reactant: [Br:1][C:2]1[CH:3]=[C:4]([SH:8])[CH:5]=[CH:6][CH:7]=1.C(=O)([O-])[O-].[Cs+].[Cs+].[F:15][C:16]1[CH:23]=[CH:22][C:19]([CH2:20]Br)=[CH:18][CH:17]=1. Product: [Br:1][C:2]1[CH:3]=[C:4]([S:8][CH2:20][C:19]2[CH:22]=[CH:23][C:16]([F:15])=[CH:17][CH:18]=2)[CH:5]=[CH:6][CH:7]=1. The catalyst class is: 23. (2) Reactant: [N+:1]([C:4]1[C:12]2[S:11][C:10](N)=[N:9][C:8]=2[CH:7]=[CH:6][CH:5]=1)([O-:3])=[O:2].[BrH:14].BrBr.N([O-])=O.[Na+].[OH-].[Na+]. Product: [Br:14][C:10]1[S:11][C:12]2[C:4]([N+:1]([O-:3])=[O:2])=[CH:5][CH:6]=[CH:7][C:8]=2[N:9]=1. The catalyst class is: 86. (3) Reactant: [F:1][C:2]1[C:10]2[S:9](=[O:12])(=[O:11])[NH:8][C:7](=O)[C:6]=2[CH:5]=[CH:4][CH:3]=1.S(Cl)([Cl:16])=O.CN(C=O)C. Product: [Cl:16][C:7]1[C:6]2[CH:5]=[CH:4][CH:3]=[C:2]([F:1])[C:10]=2[S:9](=[O:12])(=[O:11])[N:8]=1. The catalyst class is: 12. (4) Reactant: [C:1]([O:5][C:6](=[O:14])[NH:7][CH:8]1[CH2:13][CH2:12][NH:11][CH2:10][CH2:9]1)([CH3:4])([CH3:3])[CH3:2].[C:15](O)(=O)[CH3:16].[CH3:19]O. Product: [C:1]([O:5][C:6](=[O:14])[NH:7][CH:8]1[CH2:13][CH2:12][N:11]([CH:15]([CH3:16])[CH3:19])[CH2:10][CH2:9]1)([CH3:4])([CH3:2])[CH3:3]. The catalyst class is: 21. (5) Reactant: O1[C:5]2([CH2:10][CH2:9][CH:8]([N:11]3[C:16](=[O:17])[C:15]([CH2:18][C:19]4[CH:24]=[CH:23][C:22]([C:25]5[C:26]([C:31]#[N:32])=[CH:27][CH:28]=[CH:29][CH:30]=5)=[CH:21][CH:20]=4)=[C:14]([CH2:33][CH2:34][CH3:35])[N:13]4[N:36]=[CH:37][CH:38]=[C:12]34)[CH2:7][CH2:6]2)[O:4]CC1.Cl.[OH-].[Na+]. Product: [OH:4][C@H:5]1[CH2:6][CH2:7][C@H:8]([N:11]2[C:16](=[O:17])[C:15]([CH2:18][C:19]3[CH:24]=[CH:23][C:22]([C:25]4[C:26]([C:31]#[N:32])=[CH:27][CH:28]=[CH:29][CH:30]=4)=[CH:21][CH:20]=3)=[C:14]([CH2:33][CH2:34][CH3:35])[N:13]3[N:36]=[CH:37][CH:38]=[C:12]23)[CH2:9][CH2:10]1. The catalyst class is: 54. (6) Reactant: Br[C:2]1[C:11]2[C:6](=[C:7]([F:12])[CH:8]=[CH:9][CH:10]=2)[CH:5]=[CH:4][CH:3]=1.[CH3:13][C:14]1([CH3:28])[CH2:19][O:18][B:17]([B:17]2[O:18][CH2:19][C:14]([CH3:28])([CH3:13])[CH2:15][O:16]2)[O:16][CH2:15]1.CC([O-])=O.[K+]. Product: [F:12][C:7]1[CH:8]=[CH:9][CH:10]=[C:11]2[C:6]=1[CH:5]=[CH:4][CH:3]=[C:2]2[B:17]1[O:18][CH2:19][C:14]([CH3:28])([CH3:13])[CH2:15][O:16]1. The catalyst class is: 151.